From a dataset of Forward reaction prediction with 1.9M reactions from USPTO patents (1976-2016). Predict the product of the given reaction. (1) Given the reactants [F:1][C:2]1[CH:28]=[C:27]([S:29]([CH3:32])(=[O:31])=[O:30])[C:26]([F:33])=[CH:25][C:3]=1[O:4][C@H:5]1[CH2:10][CH2:9][CH2:8][N:7]([CH:11]2[CH2:16][CH2:15][N:14](C(OC(C)(C)C)=O)[CH2:13][CH2:12]2)[C:6]1=[O:24].Cl.CC(O)C, predict the reaction product. The product is: [F:1][C:2]1[CH:28]=[C:27]([S:29]([CH3:32])(=[O:31])=[O:30])[C:26]([F:33])=[CH:25][C:3]=1[O:4][C@H:5]1[CH2:10][CH2:9][CH2:8][N:7]([CH:11]2[CH2:16][CH2:15][NH:14][CH2:13][CH2:12]2)[C:6]1=[O:24]. (2) The product is: [Cl:1][C:2]1[C:27]([O:28][CH2:29][CH3:30])=[N:26][C:5]2[N:6]=[C:7]([N:13]3[CH2:18][CH2:17][NH:16][CH2:15][CH2:14]3)[C:8]3[N:9]([CH:10]=[N:11][N:12]=3)[C:4]=2[CH:3]=1. Given the reactants [Cl:1][C:2]1[C:27]([O:28][CH2:29][CH3:30])=[N:26][C:5]2[N:6]=[C:7]([N:13]3[CH2:18][CH2:17][N:16](C(OC(C)(C)C)=O)[CH2:15][CH2:14]3)[C:8]3[N:9]([CH:10]=[N:11][N:12]=3)[C:4]=2[CH:3]=1.C(O)(C(F)(F)F)=O, predict the reaction product. (3) Given the reactants [Cl:1][C:2]1[CH:33]=[CH:32][CH:31]=[C:30]([C:34]([F:37])([F:36])[F:35])[C:3]=1[C:4]([N:6]1[C:14]2[C:9](=[N:10][CH:11]=[C:12]([CH2:15][C:16](O)=[O:17])[CH:13]=2)[C:8]([C:19]2[CH:24]=[CH:23][C:22]([C:25]([O:27][CH3:28])=[O:26])=[CH:21][C:20]=2[F:29])=[N:7]1)=[O:5].[NH4+].[Cl-].C[N:41](C(ON1N=NC2C=CC=NC1=2)=[N+](C)C)C.F[P-](F)(F)(F)(F)F.CCN(CC)CC, predict the reaction product. The product is: [NH2:41][C:16](=[O:17])[CH2:15][C:12]1[CH:13]=[C:14]2[N:6]([C:4](=[O:5])[C:3]3[C:30]([C:34]([F:35])([F:37])[F:36])=[CH:31][CH:32]=[CH:33][C:2]=3[Cl:1])[N:7]=[C:8]([C:19]3[CH:24]=[CH:23][C:22]([C:25]([O:27][CH3:28])=[O:26])=[CH:21][C:20]=3[F:29])[C:9]2=[N:10][CH:11]=1. (4) Given the reactants [C:1]([O:5][CH2:6][CH3:7])(=[O:4])[C:2]#[CH:3].[Br:8][C:9]1[CH:14]=[CH:13][CH:12]=[C:11](I)[CH:10]=1.C(=O)([O-])[O-].[K+].[K+], predict the reaction product. The product is: [Br:8][C:9]1[CH:10]=[C:11]([C:3]#[C:2][C:1]([O:5][CH2:6][CH3:7])=[O:4])[CH:12]=[CH:13][CH:14]=1. (5) The product is: [CH3:1][OH:2].[C:30]([O-:32])(=[O:31])[CH3:24].[CH3:1][O:2][C:3]1[CH:4]=[CH:5][C:6]([C:9]2[CH:14]=[N:13][C:12]([N:15]3[CH2:20][CH2:19][N:18]([S:21]([C:24]4([C:30]([NH:61][O:60][CH:55]5[CH2:56][CH2:57][CH2:58][CH2:59][O:54]5)=[O:31])[CH2:25][CH2:26][O:27][CH2:28][CH2:29]4)(=[O:22])=[O:23])[CH2:17][CH2:16]3)=[N:11][CH:10]=2)=[CH:7][CH:8]=1. Given the reactants [CH3:1][O:2][C:3]1[CH:8]=[CH:7][C:6]([C:9]2[CH:10]=[N:11][C:12]([N:15]3[CH2:20][CH2:19][N:18]([S:21]([C:24]4([C:30]([O:32]C(C)(C)C)=[O:31])[CH2:29][CH2:28][O:27][CH2:26][CH2:25]4)(=[O:23])=[O:22])[CH2:17][CH2:16]3)=[N:13][CH:14]=2)=[CH:5][CH:4]=1.ON1C2C=CC=CC=2N=N1.CN1CCOCC1.[O:54]1[CH2:59][CH2:58][CH2:57][CH2:56][CH:55]1[O:60][NH2:61].Cl.CN(C)CCCN=C=NCC, predict the reaction product. (6) Given the reactants [N:1]1([C:12]([O:14][C:15]([CH3:18])([CH3:17])[CH3:16])=[O:13])[CH2:6][CH2:5][CH:4]([C:7]([O:9][CH2:10][CH3:11])=[O:8])[CH2:3][CH2:2]1.[Li+].CC([N-]C(C)C)C.[CH3:27][S:28]SC.CCCCCC, predict the reaction product. The product is: [CH3:27][S:28][C:4]1([C:7]([O:9][CH2:10][CH3:11])=[O:8])[CH2:3][CH2:2][N:1]([C:12]([O:14][C:15]([CH3:17])([CH3:16])[CH3:18])=[O:13])[CH2:6][CH2:5]1. (7) Given the reactants [CH2:1]1[O:11][C:4]2([CH2:9][CH2:8][C:7](=[O:10])[CH2:6][CH2:5]2)[O:3][CH2:2]1.[BH4-].[Na+], predict the reaction product. The product is: [O:3]1[C:4]2([CH2:9][CH2:8][CH:7]([OH:10])[CH2:6][CH2:5]2)[O:11][CH2:1][CH2:2]1. (8) Given the reactants [Cl:1][C:2]1[CH:7]=[CH:6][CH:5]=[C:4]([Cl:8])[C:3]=1[C:9]1[C:13]([CH2:14][O:15][C:16]2[CH:17]=[C:18]3[C:23](=[CH:24][CH:25]=2)[CH:22]=[C:21]([C:26]2[CH:31]=[C:30]([C:32]([O:34]C)=[O:33])[CH:29]=[CH:28][N:27]=2)[CH:20]=[CH:19]3)=[C:12]([CH:36]([CH3:38])[CH3:37])[O:11][N:10]=1.[OH-].[Na+].CO, predict the reaction product. The product is: [Cl:8][C:4]1[CH:5]=[CH:6][CH:7]=[C:2]([Cl:1])[C:3]=1[C:9]1[C:13]([CH2:14][O:15][C:16]2[CH:17]=[C:18]3[C:23](=[CH:24][CH:25]=2)[CH:22]=[C:21]([C:26]2[CH:31]=[C:30]([C:32]([OH:34])=[O:33])[CH:29]=[CH:28][N:27]=2)[CH:20]=[CH:19]3)=[C:12]([CH:36]([CH3:38])[CH3:37])[O:11][N:10]=1. (9) Given the reactants CC(N(C)C)=O.BrCCBr.[Si](Cl)(C)(C)C.[C:16]([N:23]1[CH2:26][CH:25](I)[CH2:24]1)([O:18][C:19]([CH3:22])([CH3:21])[CH3:20])=[O:17].[Cl:28][C:29]1[CH:34]=[C:33](I)[CH:32]=[C:31]([Cl:36])[N:30]=1, predict the reaction product. The product is: [Cl:28][C:29]1[CH:34]=[C:33]([CH:25]2[CH2:26][N:23]([C:16]([O:18][C:19]([CH3:22])([CH3:21])[CH3:20])=[O:17])[CH2:24]2)[CH:32]=[C:31]([Cl:36])[N:30]=1. (10) Given the reactants Cl.[C:2]12([CH2:12][CH2:13][NH2:14])[CH2:11][CH:6]3[CH2:7][CH:8]([CH2:10][CH:4]([CH2:5]3)[CH2:3]1)[CH2:9]2.[Cl:15][C:16]1[CH:24]=[CH:23][CH:22]=[CH:21][C:17]=1[C:18](Cl)=[O:19], predict the reaction product. The product is: [Cl:15][C:16]1[CH:24]=[CH:23][CH:22]=[CH:21][C:17]=1[C:18]([NH:14][CH2:13][CH2:12][C:2]12[CH2:9][CH:8]3[CH2:7][CH:6]([CH2:5][CH:4]([CH2:10]3)[CH2:3]1)[CH2:11]2)=[O:19].